From a dataset of Forward reaction prediction with 1.9M reactions from USPTO patents (1976-2016). Predict the product of the given reaction. (1) The product is: [C:6]([O:10][C:11](=[O:51])[N:12]([CH2:40][C:41]1[CH:50]=[CH:49][C:44]2[O:45][CH2:46][CH2:47][O:48][C:43]=2[CH:42]=1)[CH:13]1[CH2:14][CH2:15][N:16]([CH2:19][CH2:20][N:21]2[C:30]3[C:25](=[CH:26][CH:27]=[CH:28][CH:29]=3)[C:24]([C:61]3[CH:62]=[CH:63][N:58]=[CH:59][CH:60]=3)=[CH:23][C:22]2=[O:39])[CH2:17][CH2:18]1)([CH3:7])([CH3:8])[CH3:9]. Given the reactants CN(C)C=O.[C:6]([O:10][C:11](=[O:51])[N:12]([CH2:40][C:41]1[CH:50]=[CH:49][C:44]2[O:45][CH2:46][CH2:47][O:48][C:43]=2[CH:42]=1)[CH:13]1[CH2:18][CH2:17][N:16]([CH2:19][CH2:20][N:21]2[C:30]3[C:25](=[CH:26][CH:27]=[CH:28][CH:29]=3)[C:24](OS(C(F)(F)F)(=O)=O)=[CH:23][C:22]2=[O:39])[CH2:15][CH2:14]1)([CH3:9])([CH3:8])[CH3:7].C(=O)([O-])[O-].[Na+].[Na+].[N:58]1[CH:63]=[CH:62][C:61](B(O)O)=[CH:60][CH:59]=1, predict the reaction product. (2) The product is: [CH3:1][N:2]1[CH:6]=[N:5][C:4]([C:7]([OH:9])=[O:8])=[N:3]1. Given the reactants [CH3:1][N:2]1[CH:6]=[N:5][C:4]([C:7]([O:9]C)=[O:8])=[N:3]1.CO.[OH-].[K+], predict the reaction product. (3) Given the reactants Cl[C:2]1[N:3]=[C:4]2[C:9](=[CH:10][CH:11]=1)[N:8]=[CH:7][C:6]([C:12](=[O:15])[CH2:13][CH3:14])=[C:5]2[NH:16][C:17]1[CH:18]=[CH:19][C:20]([N:23]2[CH2:28][CH2:27][CH2:26][C@H:25]([NH:29][C:30](=[O:36])[O:31][C:32]([CH3:35])([CH3:34])[CH3:33])[CH2:24]2)=[N:21][CH:22]=1.[Cl:37][C:38]1[CH:43]=[C:42](B2OC(C)(C)C(C)(C)O2)[CH:41]=[C:40]([F:53])[C:39]=1[OH:54], predict the reaction product. The product is: [Cl:37][C:38]1[CH:43]=[C:42]([C:2]2[N:3]=[C:4]3[C:9](=[CH:10][CH:11]=2)[N:8]=[CH:7][C:6]([C:12](=[O:15])[CH2:13][CH3:14])=[C:5]3[NH:16][C:17]2[CH:18]=[CH:19][C:20]([N:23]3[CH2:28][CH2:27][CH2:26][C@H:25]([NH:29][C:30](=[O:36])[O:31][C:32]([CH3:34])([CH3:33])[CH3:35])[CH2:24]3)=[N:21][CH:22]=2)[CH:41]=[C:40]([F:53])[C:39]=1[OH:54]. (4) Given the reactants Br[Si](C)(C)C.[CH3:6][O:7][C:8]([CH:10]([P:25]([O:29]C)([O:27]C)=[O:26])[O:11][C@@H:12]1[CH2:16][C@H:15]([N:17]2[CH:24]=[CH:23][C:21]([NH2:22])=[N:20][C:18]2=[O:19])[CH2:14][CH2:13]1)=[O:9].O, predict the reaction product. The product is: [CH3:6][O:7][C:8]([CH:10]([P:25]([OH:29])([OH:27])=[O:26])[O:11][C@@H:12]1[CH2:16][C@H:15]([N:17]2[CH:24]=[CH:23][C:21]([NH2:22])=[N:20][C:18]2=[O:19])[CH2:14][CH2:13]1)=[O:9]. (5) Given the reactants [CH3:1][C:2]1([C:17]2[CH:18]=[C:19]([NH2:23])[CH:20]=[CH:21][CH:22]=2)[CH:7]2[CH:3]1[CH2:4][N:5]([CH2:8][CH2:9][CH2:10][C:11]1[CH:16]=[CH:15][CH:14]=[CH:13][CH:12]=1)[CH2:6]2.[CH3:24][O:25][CH2:26][CH2:27][S:28](Cl)(=[O:30])=[O:29].O.ClCCl, predict the reaction product. The product is: [CH3:1][C:2]1([C:17]2[CH:18]=[C:19]([NH:23][S:28]([CH2:27][CH2:26][O:25][CH3:24])(=[O:30])=[O:29])[CH:20]=[CH:21][CH:22]=2)[CH:3]2[CH:7]1[CH2:6][N:5]([CH2:8][CH2:9][CH2:10][C:11]1[CH:16]=[CH:15][CH:14]=[CH:13][CH:12]=1)[CH2:4]2. (6) Given the reactants [Cl:1][C:2]1[CH:3]=[N+:4]([O-:27])[CH:5]=[C:6]([Cl:26])[C:7]=1[CH2:8][C@@H:9]([C:11]1[CH:16]=[CH:15][C:14]([O:17][CH:18]([F:20])[F:19])=[C:13]([O:21][CH2:22][CH:23]2[CH2:25][CH2:24]2)[CH:12]=1)[OH:10].[C:28]([O:32][C:33]([N:35]1[CH2:39][CH2:38][CH2:37][C@H:36]1[C:40](O)=[O:41])=[O:34])([CH3:31])([CH3:30])[CH3:29].C(Cl)CCl, predict the reaction product. The product is: [C:28]([O:32][C:33]([N:35]1[CH2:39][CH2:38][CH2:37][C@H:36]1[C:40]([O:10][C@H:9]([C:11]1[CH:16]=[CH:15][C:14]([O:17][CH:18]([F:20])[F:19])=[C:13]([O:21][CH2:22][CH:23]2[CH2:25][CH2:24]2)[CH:12]=1)[CH2:8][C:7]1[C:6]([Cl:26])=[CH:5][N+:4]([O-:27])=[CH:3][C:2]=1[Cl:1])=[O:41])=[O:34])([CH3:31])([CH3:30])[CH3:29]. (7) Given the reactants [N:1]1([C:7]2[C:8]3[N:16]=[C:15]([C:17]4[CH:22]=[CH:21][C:20]([CH3:23])=[CH:19][CH:18]=4)[S:14][C:9]=3[N:10]=[C:11]([NH2:13])[N:12]=2)[CH2:6][CH2:5][NH:4][CH2:3][CH2:2]1.[Cl:24][C:25]1[CH:35]=[CH:34][C:28]([O:29][CH2:30][C:31](O)=[O:32])=[CH:27][CH:26]=1, predict the reaction product. The product is: [NH2:13][C:11]1[N:12]=[C:7]([N:1]2[CH2:2][CH2:3][N:4]([C:31](=[O:32])[CH2:30][O:29][C:28]3[CH:34]=[CH:35][C:25]([Cl:24])=[CH:26][CH:27]=3)[CH2:5][CH2:6]2)[C:8]2[N:16]=[C:15]([C:17]3[CH:22]=[CH:21][C:20]([CH3:23])=[CH:19][CH:18]=3)[S:14][C:9]=2[N:10]=1.